Predict the product of the given reaction. From a dataset of Forward reaction prediction with 1.9M reactions from USPTO patents (1976-2016). (1) The product is: [C:1]([C:3]1[CH:4]=[N:5][C:6]([CH3:15])=[C:7]([C:8]=1[N:40]1[CH2:35][CH2:36][CH:37]([C:66]([NH:65][S:62]([C:56]2[CH:61]=[CH:60][CH:59]=[CH:58][CH:57]=2)(=[O:64])=[O:63])=[O:67])[CH2:38][CH2:39]1)[C:9]([O:11][CH:12]([CH3:13])[CH3:14])=[O:10])#[N:2]. Given the reactants [C:1]([C:3]1[C:4](N2CCC(C(O)=O)CC2)=[N:5][C:6]([CH3:15])=[C:7]([C:9]([O:11][CH:12]([CH3:14])[CH3:13])=[O:10])[CH:8]=1)#[N:2].CN(C(ON1N=[N:40][C:35]2[CH:36]=[CH:37][CH:38]=[CH:39]C1=2)=[N+](C)C)C.[B-](F)(F)(F)F.CCN(C(C)C)C(C)C.[C:56]1([S:62]([NH2:65])(=[O:64])=[O:63])[CH:61]=[CH:60][CH:59]=[CH:58][CH:57]=1.[C:66]([O-])(O)=[O:67].[Na+], predict the reaction product. (2) Given the reactants Cl[C:2]1[N:7]=[C:6]2[N:8]([C:23]3[CH:28]=[CH:27][CH:26]=[CH:25][CH:24]=3)[C:9](=[O:22])[N:10]([C:13]3[CH:18]=[CH:17][C:16]([O:19][CH3:20])=[CH:15][C:14]=3[F:21])[CH:11]([CH3:12])[C:5]2=[CH:4][N:3]=1.[NH2:29][C:30]1[CH:35]=[CH:34][CH:33]=[CH:32][CH:31]=1, predict the reaction product. The product is: [F:21][C:14]1[CH:15]=[C:16]([O:19][CH3:20])[CH:17]=[CH:18][C:13]=1[N:10]1[CH:11]([CH3:12])[C:5]2[C:6](=[N:7][C:2]([NH:29][C:30]3[CH:35]=[CH:34][CH:33]=[CH:32][CH:31]=3)=[N:3][CH:4]=2)[N:8]([C:23]2[CH:24]=[CH:25][CH:26]=[CH:27][CH:28]=2)[C:9]1=[O:22].